Dataset: Forward reaction prediction with 1.9M reactions from USPTO patents (1976-2016). Task: Predict the product of the given reaction. (1) Given the reactants [CH3:1][NH:2][S:3]([C:6]1[CH:7]=[C:8]2[C:12](=[CH:13][CH:14]=1)[NH:11][C:10](=[O:15])[CH2:9]2)(=[O:5])=[O:4].[N:16]1([CH2:21][CH2:22][O:23][C:24]2[CH:25]=[C:26]3[C:30](=[CH:31][CH:32]=2)[NH:29][C:28]([CH:33]=O)=[CH:27]3)[CH2:20][CH2:19][CH2:18][CH2:17]1, predict the reaction product. The product is: [CH3:1][NH:2][S:3]([C:6]1[CH:7]=[C:8]2[C:12](=[CH:13][CH:14]=1)[NH:11][C:10](=[O:15])[C:9]2=[CH:33][C:28]1[NH:29][C:30]2[C:26]([CH:27]=1)=[CH:25][C:24]([O:23][CH2:22][CH2:21][N:16]1[CH2:20][CH2:19][CH2:18][CH2:17]1)=[CH:32][CH:31]=2)(=[O:5])=[O:4]. (2) Given the reactants C[C:2]1[C:3]([O:13][CH3:14])=[C:4]([CH2:11]Br)[C:5]([CH2:9]Br)=[C:6]([Br:8])[CH:7]=1.BrC1C=CC(OC)=C(C)C=1C.[CH2:26]([NH2:33])[C:27]1[CH:32]=[CH:31][CH:30]=[CH:29][CH:28]=1, predict the reaction product. The product is: [CH2:26]([N:33]1[CH2:9][C:5]2[C:4](=[C:3]([O:13][CH3:14])[CH:2]=[CH:7][C:6]=2[Br:8])[CH2:11]1)[C:27]1[CH:32]=[CH:31][CH:30]=[CH:29][CH:28]=1. (3) Given the reactants Cl[CH:2]([CH:14]1[CH2:19][CH2:18][CH2:17][CH2:16][CH2:15]1)[C:3]1[O:4][C:5]2[CH:11]=[CH:10][C:9]([O:12][CH3:13])=[CH:8][C:6]=2[CH:7]=1.[NH2:20][C:21]1[CH:26]=[CH:25][C:24]([C:27]([NH:29][CH2:30][CH2:31][C:32]([O:34]CC)=[O:33])=[O:28])=[CH:23][CH:22]=1.[I-].[Na+].C(=O)([O-])[O-].[Na+].[Na+].Cl.[OH-].[Na+], predict the reaction product. The product is: [CH:14]1([CH:2]([NH:20][C:21]2[CH:22]=[CH:23][C:24]([C:27]([NH:29][CH2:30][CH2:31][C:32]([OH:34])=[O:33])=[O:28])=[CH:25][CH:26]=2)[C:3]2[O:4][C:5]3[CH:11]=[CH:10][C:9]([O:12][CH3:13])=[CH:8][C:6]=3[CH:7]=2)[CH2:19][CH2:18][CH2:17][CH2:16][CH2:15]1. (4) Given the reactants [CH3:1][O:2][C:3]1[CH:8]=[CH:7][C:6]([Mg]Br)=[CH:5][CH:4]=1.[NH:11]1[C:21]2[C:16](=[CH:17][CH:18]=[CH:19][CH:20]=2)[C:14](=[O:15])[C:12]1=[O:13], predict the reaction product. The product is: [OH:15][C:14]1([C:6]2[CH:7]=[CH:8][C:3]([O:2][CH3:1])=[CH:4][CH:5]=2)[C:16]2[C:21](=[CH:20][CH:19]=[CH:18][CH:17]=2)[NH:11][C:12]1=[O:13]. (5) Given the reactants [CH3:1][S:2]([CH2:5][CH2:6][CH2:7][CH2:8][N:9]1C(=O)C2C(=CC=CC=2)C1=O)(=[O:4])=[O:3].NN, predict the reaction product. The product is: [CH3:1][S:2]([CH2:5][CH2:6][CH2:7][CH2:8][NH2:9])(=[O:4])=[O:3].